Dataset: Catalyst prediction with 721,799 reactions and 888 catalyst types from USPTO. Task: Predict which catalyst facilitates the given reaction. (1) Reactant: [Cl:1][C:2]1[CH:10]=[CH:9][C:8]([N:11]2[C:15]([CH3:16])=[CH:14][C:13]([CH3:17])=[N:12]2)=[CH:7][C:3]=1[C:4](O)=[O:5].C([N:20](C(C)C)C(C)C)C.ClC(OC(C)C)=O.N.O1CCOCC1. Product: [Cl:1][C:2]1[CH:10]=[CH:9][C:8]([N:11]2[C:15]([CH3:16])=[CH:14][C:13]([CH3:17])=[N:12]2)=[CH:7][C:3]=1[C:4]([NH2:20])=[O:5]. The catalyst class is: 4. (2) Reactant: [F:1][C:2]1[C:10]([O:11][C:12]2[C:21]3[C:16](=[CH:17][C:18]([OH:24])=[C:19]([O:22][CH3:23])[CH:20]=3)[N:15]=[CH:14][N:13]=2)=[CH:9][CH:8]=[C:7]2[C:3]=1[CH:4]=[C:5]([CH3:25])[NH:6]2.S(C1C=CC(C)=CC=1)(O[CH2:30][CH:31]1[O:33][CH2:32]1)(=O)=O.C(=O)([O-])[O-].[K+].[K+]. Product: [F:1][C:2]1[C:10]([O:11][C:12]2[C:21]3[C:16](=[CH:17][C:18]([O:24][CH2:30][C@H:31]4[CH2:32][O:33]4)=[C:19]([O:22][CH3:23])[CH:20]=3)[N:15]=[CH:14][N:13]=2)=[CH:9][CH:8]=[C:7]2[C:3]=1[CH:4]=[C:5]([CH3:25])[NH:6]2. The catalyst class is: 44. (3) Reactant: [CH3:1][C:2]1[C:3]([C:15]2[CH:20]=[CH:19][CH:18]=[C:17]([F:21])[CH:16]=2)=[N:4][C:5]2[C:10]([C:11]=1[C:12]([OH:14])=[O:13])=[CH:9][CH:8]=[CH:7][CH:6]=2.[C:22](Cl)(=O)C(Cl)=O. Product: [CH3:1][C:2]1[C:3]([C:15]2[CH:20]=[CH:19][CH:18]=[C:17]([F:21])[CH:16]=2)=[N:4][C:5]2[C:10]([C:11]=1[C:12]([O:14][CH3:22])=[O:13])=[CH:9][CH:8]=[CH:7][CH:6]=2. The catalyst class is: 59. (4) Reactant: [C:1]([O:5][C:6]([N:8]1[CH2:13][CH2:12][CH:11]([CH2:14][N:15]2[CH:24]=[CH:23][C:22]3[C:17](=[CH:18][CH:19]=[CH:20][C:21]=3[N+:25]([O-])=O)[C:16]2=[O:28])[CH2:10][CH2:9]1)=[O:7])([CH3:4])([CH3:3])[CH3:2].CO. Product: [NH2:25][C:21]1[CH:20]=[CH:19][CH:18]=[C:17]2[C:22]=1[CH:23]=[CH:24][N:15]([CH2:14][CH:11]1[CH2:10][CH2:9][N:8]([C:6]([O:5][C:1]([CH3:4])([CH3:3])[CH3:2])=[O:7])[CH2:13][CH2:12]1)[C:16]2=[O:28]. The catalyst class is: 45. (5) Reactant: [N+:1]([C:4]1[CH:5]=[N:6][C:7]([N:10]2[CH2:13][CH:12]([OH:14])[CH2:11]2)=[N:8][CH:9]=1)([O-])=O. Product: [NH2:1][C:4]1[CH:5]=[N:6][C:7]([N:10]2[CH2:11][CH:12]([OH:14])[CH2:13]2)=[N:8][CH:9]=1. The catalyst class is: 256. (6) Reactant: C([O:4][CH:5]1[CH2:10][CH2:9][CH2:8][CH:7]([N:11]2[C:15]3[CH:16]=[C:17]([Cl:21])[C:18]([Cl:20])=[CH:19][C:14]=3[N:13]=[C:12]2[Br:22])[CH:6]1[O:23]C(=O)C)(=O)C.CO.O.C(=O)([O-])[O-].[Na+].[Na+]. Product: [Br:22][C:12]1[N:11]([CH:7]2[CH2:8][CH2:9][CH2:10][CH:5]([OH:4])[CH:6]2[OH:23])[C:15]2[CH:16]=[C:17]([Cl:21])[C:18]([Cl:20])=[CH:19][C:14]=2[N:13]=1. The catalyst class is: 8. (7) Reactant: [NH3:1].[F:2][C:3]([F:32])([F:31])[C:4]1[CH:5]=[C:6]([C:10]2[N:15]=[CH:14][C:13]([N:16]3[CH2:21][CH2:20][N:19]([C:22]([O:24][CH2:25][C:26](OCC)=[O:27])=[O:23])[CH2:18][CH2:17]3)=[CH:12][CH:11]=2)[CH:7]=[CH:8][CH:9]=1.O1CCCC1. Product: [F:2][C:3]([F:31])([F:32])[C:4]1[CH:5]=[C:6]([C:10]2[N:15]=[CH:14][C:13]([N:16]3[CH2:21][CH2:20][N:19]([C:22]([O:24][CH2:25][C:26]([NH2:1])=[O:27])=[O:23])[CH2:18][CH2:17]3)=[CH:12][CH:11]=2)[CH:7]=[CH:8][CH:9]=1. The catalyst class is: 5. (8) Reactant: [C:1]([O:4][C@H:5]1[C@@H:19]([O:20][C:21](=[O:23])[CH3:22])[C@H:18]([O:24][C:25](=[O:27])[CH3:26])[C@@H:17]([CH2:28][O:29][C:30](=[O:32])[CH3:31])[O:16][C@@H:6]1[O:7][C:8]1[CH:13]=[CH:12][C:11](Br)=[C:10]([Cl:15])[CH:9]=1)(=[O:3])[CH3:2].[CH3:33][O:34][C:35]([C:37]1[CH:42]=[CH:41][C:40](B(O)O)=[CH:39][CH:38]=1)=[O:36].C(=O)([O-])[O-].[Cs+].[Cs+].C(O[C@H]1[C@@H](OC(=O)C)[C@H](OC(=O)C)[C@@H](COC(=O)C)O[C@@H]1OC1C=CC(C2C=CC(C(OC)=O)=CC=2)=CC=1Cl)(=O)C. Product: [C:1]([O:4][C@H:5]1[C@@H:19]([O:20][C:21](=[O:23])[CH3:22])[C@H:18]([O:24][C:25](=[O:27])[CH3:26])[C@@H:17]([CH2:28][O:29][C:30](=[O:32])[CH3:31])[O:16][C@@H:6]1[O:7][C:8]1[CH:13]=[CH:12][C:11]([C:40]2[CH:41]=[CH:42][C:37]([C:35]([O:34][CH3:33])=[O:36])=[CH:38][CH:39]=2)=[C:10]([Cl:15])[CH:9]=1)(=[O:3])[CH3:2]. The catalyst class is: 77. (9) Product: [O:11]=[C:6]1[C:3]2[CH:4]=[CH:5][S:1][C:2]=2[CH2:10][CH2:9][CH2:8][CH:7]1[C:16]([O:15][CH3:14])=[O:17]. Reactant: [S:1]1[CH:5]=[CH:4][C:3]2[C:6](=[O:11])[CH2:7][CH2:8][CH2:9][CH2:10][C:2]1=2.[H-].[Na+].[CH3:14][O:15][C:16](=O)[O:17]C. The catalyst class is: 5. (10) Reactant: [Cl:1][C:2]1[CH:7]=[CH:6][C:5]([C:8]2[C:9]3[CH:22]=[CH:21][C:20](OC)=[N:19][C:10]=3[C:11]3[C:17]([CH3:18])=[N:16][O:15][C:12]=3[CH2:13][N:14]=2)=[CH:4][CH:3]=1.P(Cl)(Cl)([Cl:27])=O.[OH-].[Na+].C([O-])([O-])=O.[Na+].[Na+]. Product: [Cl:27][C:20]1[CH:21]=[CH:22][C:9]2[C:8]([C:5]3[CH:6]=[CH:7][C:2]([Cl:1])=[CH:3][CH:4]=3)=[N:14][CH2:13][C:12]3[O:15][N:16]=[C:17]([CH3:18])[C:11]=3[C:10]=2[N:19]=1. The catalyst class is: 3.